Task: Predict the reactants needed to synthesize the given product.. Dataset: Full USPTO retrosynthesis dataset with 1.9M reactions from patents (1976-2016) (1) Given the product [NH2:31][C:25]1[NH:26][C:27]2[CH:28]=[C:43]([C:2]3[N:3]=[C:4]4[N:15]([CH2:16][CH:17]5[CH2:18][CH2:19][O:20][CH2:21][CH2:22]5)[C:10](=[O:12])[CH2:9][NH:8][C:5]4=[N:6][CH:7]=3)[CH:42]=[C:41]([CH3:40])[C:44]=2[N:45]=1, predict the reactants needed to synthesize it. The reactants are: Br[C:2]1[N:3]=[C:4]([NH:15][CH2:16][CH:17]2[CH2:22][CH2:21][O:20][CH2:19][CH2:18]2)[C:5]([NH:8][CH2:9][C:10]([O:12]CC)=O)=[N:6][CH:7]=1.BrC1[C:25]([NH:31]CC(OCC)=O)=[N:26][CH:27]=[C:28](Br)N=1.O1[CH2:43][CH2:42][CH:41]([CH2:44][NH2:45])[CH2:40]C1.C(N(CC)C(C)C)(C)C. (2) Given the product [F:1][C:2]1[CH:3]=[C:4]([CH:44]=[CH:45][CH:46]=1)[CH2:5][O:6][CH2:7][CH2:8][O:9][C:10]1[CH:11]=[CH:12][C:13]([CH:16]2[CH:21]([O:22][Si:23]([CH:24]([CH3:25])[CH3:26])([CH:27]([CH3:29])[CH3:28])[CH:30]([CH3:32])[CH3:31])[CH2:20][N:19]([C:33]([O:35][CH2:36][C:37]3[CH:42]=[CH:41][CH:40]=[CH:39][CH:38]=3)=[O:34])[CH2:18][CH:17]2[O:43][CH2:48][C:49]2[CH:50]=[CH:51][C:52]3[O:57][CH2:56][C:55](=[O:58])[N:54]([CH2:59][CH2:60][CH2:61][O:62][CH3:63])[C:53]=3[CH:64]=2)=[CH:14][CH:15]=1, predict the reactants needed to synthesize it. The reactants are: [F:1][C:2]1[CH:3]=[C:4]([CH:44]=[CH:45][CH:46]=1)[CH2:5][O:6][CH2:7][CH2:8][O:9][C:10]1[CH:15]=[CH:14][C:13]([CH:16]2[CH:21]([O:22][Si:23]([CH:30]([CH3:32])[CH3:31])([CH:27]([CH3:29])[CH3:28])[CH:24]([CH3:26])[CH3:25])[CH2:20][N:19]([C:33]([O:35][CH2:36][C:37]3[CH:42]=[CH:41][CH:40]=[CH:39][CH:38]=3)=[O:34])[CH2:18][CH:17]2[OH:43])=[CH:12][CH:11]=1.Cl[CH2:48][C:49]1[CH:50]=[CH:51][C:52]2[O:57][CH2:56][C:55](=[O:58])[N:54]([CH2:59][CH2:60][CH2:61][O:62][CH3:63])[C:53]=2[CH:64]=1. (3) Given the product [N:11]1([CH2:14][CH2:15][C:16]([NH:18][C@@H:19]2[CH2:23][CH2:22][N:21]([S:24]([C:27]3[C:28]4[C:29]([Cl:37])=[CH:30][N:31]=[CH:32][C:33]=4[CH:34]=[CH:35][CH:36]=3)(=[O:26])=[O:25])[CH2:20]2)=[O:17])[CH2:12][CH2:13][NH:8][CH2:9][CH2:10]1, predict the reactants needed to synthesize it. The reactants are: C(OC([N:8]1[CH2:13][CH2:12][N:11]([CH2:14][CH2:15][C:16]([NH:18][C@H:19]2[CH2:23][CH2:22][N:21]([S:24]([C:27]3[C:28]4[C:29]([Cl:37])=[CH:30][N:31]=[CH:32][C:33]=4[CH:34]=[CH:35][CH:36]=3)(=[O:26])=[O:25])[CH2:20]2)=[O:17])[CH2:10][CH2:9]1)=O)(C)(C)C.Cl.C(OC(N1CCN(CCC(O)=O)CC1)=O)(C)(C)C.COCC(O)=O.